Predict the product of the given reaction. From a dataset of Forward reaction prediction with 1.9M reactions from USPTO patents (1976-2016). (1) Given the reactants [CH2:1]([N:3]1[CH2:9][CH:8]([OH:10])[C:7]2[CH:11]=[CH:12][S:13][C:6]=2[CH2:5][CH2:4]1)[CH3:2].[Br:14][C:15]1[CH:20]=[CH:19][CH:18]=[CH:17][C:16]=1F, predict the reaction product. The product is: [Br:14][C:15]1[CH:20]=[CH:19][CH:18]=[CH:17][C:16]=1[O:10][CH:8]1[CH2:9][N:3]([CH2:1][CH3:2])[CH2:4][CH2:5][C:6]2[S:13][CH:12]=[CH:11][C:7]1=2. (2) Given the reactants [NH2:1][C:2]1[CH:9]=[CH:8][C:7]([O:10][CH2:11][CH3:12])=[CH:6][C:3]=1[CH:4]=O.[CH3:13][O:14][C:15]1[CH:20]=[CH:19][CH:18]=[CH:17][C:16]=1[CH2:21][CH2:22][C:23]#[N:24], predict the reaction product. The product is: [CH2:11]([O:10][C:7]1[CH:6]=[C:3]2[C:2](=[CH:9][CH:8]=1)[N:1]=[C:23]([NH2:24])[C:22]([CH2:21][C:16]1[CH:17]=[CH:18][CH:19]=[CH:20][C:15]=1[O:14][CH3:13])=[CH:4]2)[CH3:12]. (3) Given the reactants [NH2:1][C@H:2]1[CH2:7][CH2:6][N:5]([C:8]([O:10][C:11]([CH3:14])([CH3:13])[CH3:12])=[O:9])[CH2:4][C@H:3]1[O:15][CH3:16].[Cl:17][C:18]1[N:19]=[C:20]([C:26](O)=[O:27])[NH:21][C:22]=1[CH:23]([CH3:25])[CH3:24].CCN=C=NCCCN(C)C.Cl.C1C=CC2N(O)N=NC=2C=1, predict the reaction product. The product is: [Cl:17][C:18]1[N:19]=[C:20]([C:26]([NH:1][C@H:2]2[CH2:7][CH2:6][N:5]([C:8]([O:10][C:11]([CH3:12])([CH3:13])[CH3:14])=[O:9])[CH2:4][C@H:3]2[O:15][CH3:16])=[O:27])[NH:21][C:22]=1[CH:23]([CH3:25])[CH3:24]. (4) Given the reactants [Cl:1][C:2]1[CH:7]=[CH:6][C:5]([N:8]2[C:16](=[O:17])[C:15]3[N:14]=[CH:13][N:12]([C:18]4[CH:23]=[CH:22][CH:21]=[CH:20][CH:19]=4)[C:11]=3[N:10]=[C:9]2[C:24]2[CH:29]=[CH:28][C:27]([C:30]([F:33])([F:32])[F:31])=[CH:26][CH:25]=2)=[CH:4][CH:3]=1.C([O-])(=O)C.[Na+].[Br:39]Br, predict the reaction product. The product is: [Br:39][C:13]1[N:12]([C:18]2[CH:19]=[CH:20][CH:21]=[CH:22][CH:23]=2)[C:11]2[N:10]=[C:9]([C:24]3[CH:29]=[CH:28][C:27]([C:30]([F:33])([F:31])[F:32])=[CH:26][CH:25]=3)[N:8]([C:5]3[CH:4]=[CH:3][C:2]([Cl:1])=[CH:7][CH:6]=3)[C:16](=[O:17])[C:15]=2[N:14]=1. (5) The product is: [Cl:20][C:17]1[CH:16]=[CH:15][C:14]([CH2:13][CH:10]2[CH2:9][CH2:8][N:7]([C:5](=[O:6])[C:4]([OH:21])=[O:3])[CH2:12][CH2:11]2)=[CH:19][CH:18]=1. Given the reactants C([O:3][C:4](=[O:21])[C:5]([N:7]1[CH2:12][CH2:11][CH:10]([CH2:13][C:14]2[CH:19]=[CH:18][C:17]([Cl:20])=[CH:16][CH:15]=2)[CH2:9][CH2:8]1)=[O:6])C, predict the reaction product. (6) Given the reactants [Br:1][C:2]1[CH:3]=[CH:4][C:5]2[S:9](=[O:11])(=[O:10])[N:8]([CH2:12][CH:13](O)[C:14](OC)=[O:15])[CH:7]([CH3:19])[C:6]=2[CH:20]=1.[N-:21]=[N+:22]=[N-:23].[Na+].O.[CH3:26][N:27](C=O)C, predict the reaction product. The product is: [N:21]([CH:13]([CH2:12][N:8]1[CH:7]([CH3:19])[C:6]2[CH:20]=[C:2]([Br:1])[CH:3]=[CH:4][C:5]=2[S:9]1(=[O:11])=[O:10])[C:14]([NH:27][CH3:26])=[O:15])=[N+:22]=[N-:23].